Dataset: Blood-brain barrier permeability regression values from the B3DB database. Task: Regression/Classification. Given a drug SMILES string, predict its absorption, distribution, metabolism, or excretion properties. Task type varies by dataset: regression for continuous measurements (e.g., permeability, clearance, half-life) or binary classification for categorical outcomes (e.g., BBB penetration, CYP inhibition). For this dataset (b3db_regression), we predict Y. The Y is 0.560 log(BB ratio). The drug is CC(C)Br.